From a dataset of Catalyst prediction with 721,799 reactions and 888 catalyst types from USPTO. Predict which catalyst facilitates the given reaction. (1) Reactant: CC1(C)[O:7][C:6](=[O:8])[CH2:5][C:4](=[O:9])O1.[CH:11]([NH:14][C:15]1[CH:22]=[CH:21][CH:20]=[CH:19][C:16]=1[CH:17]=O)([CH3:13])[CH3:12].C(O)(=O)C.C(N)CN. Product: [CH:11]([N:14]1[C:15]2[C:16](=[CH:19][CH:20]=[CH:21][CH:22]=2)[CH:17]=[C:5]([C:6]([OH:7])=[O:8])[C:4]1=[O:9])([CH3:13])[CH3:12]. The catalyst class is: 5. (2) Reactant: [C:1]([NH:4][C:5]1[CH:10]=[CH:9][C:8]([C:11]2[C:15]([N:16]3[CH2:21][CH2:20][N:19](C(OCC4C=CC=CC=4)=O)[CH2:18][CH2:17]3)=[CH:14][NH:13][N:12]=2)=[C:7]([O:32]CC2C=CC=CC=2)[CH:6]=1)(=[O:3])[CH3:2]. Product: [C:1]([NH:4][C:5]1[CH:10]=[CH:9][C:8]([C:11]2[C:15]([N:16]3[CH2:17][CH2:18][NH:19][CH2:20][CH2:21]3)=[CH:14][NH:13][N:12]=2)=[C:7]([OH:32])[CH:6]=1)(=[O:3])[CH3:2]. The catalyst class is: 19. (3) Reactant: Cl[CH2:2][C:3]1[CH:31]=[CH:30][C:6]([O:7][CH2:8][C:9]2[N:10]=[C:11]([C:15]3[CH:16]=[CH:17][C:18]([O:25][S:26]([CH3:29])(=[O:28])=[O:27])=[C:19]([CH:24]=3)[C:20]([O:22][CH3:23])=[O:21])[O:12][C:13]=2[CH3:14])=[C:5]([O:32][CH3:33])[CH:4]=1.[OH:34][C:35]1[C:39]([CH:40]=[O:41])=[CH:38][N:37]([C:42]2[CH:47]=[CH:46][CH:45]=[CH:44][CH:43]=2)[N:36]=1.C(=O)([O-])[O-].[K+].[K+].Cl. Product: [CH:40]([C:39]1[C:35]([O:34][CH2:2][C:3]2[CH:31]=[CH:30][C:6]([O:7][CH2:8][C:9]3[N:10]=[C:11]([C:15]4[CH:16]=[CH:17][C:18]([O:25][S:26]([CH3:29])(=[O:28])=[O:27])=[C:19]([CH:24]=4)[C:20]([O:22][CH3:23])=[O:21])[O:12][C:13]=3[CH3:14])=[C:5]([O:32][CH3:33])[CH:4]=2)=[N:36][N:37]([C:42]2[CH:47]=[CH:46][CH:45]=[CH:44][CH:43]=2)[CH:38]=1)=[O:41]. The catalyst class is: 9. (4) Reactant: [Cl:1][C:2]1[CH:3]=[C:4]([CH:19]=[CH:20][CH:21]=1)[CH2:5][NH:6][C:7]1[CH:15]=[CH:14][CH:13]=[C:9]([C:10]([OH:12])=O)[C:8]=1[C:16]([OH:18])=O.Cl.[NH2:23][C:24]1([CH3:32])[CH2:29][CH2:28][C:27](=[O:30])[NH:26][C:25]1=[O:31]. Product: [Cl:1][C:2]1[CH:3]=[C:4]([CH:19]=[CH:20][CH:21]=1)[CH2:5][NH:6][C:7]1[CH:15]=[CH:14][CH:13]=[C:9]2[C:8]=1[C:16](=[O:18])[N:23]([C:24]1([CH3:32])[CH2:29][CH2:28][C:27](=[O:30])[NH:26][C:25]1=[O:31])[C:10]2=[O:12]. The catalyst class is: 17.